Dataset: Forward reaction prediction with 1.9M reactions from USPTO patents (1976-2016). Task: Predict the product of the given reaction. (1) Given the reactants C[O:2][C:3]([C:5]1[C:6]([C:14]2[CH:19]=[CH:18][CH:17]=[CH:16][C:15]=2[N+:20]([O-:22])=[O:21])=[CH:7][CH:8]=[C:9]([C:11](=[S:13])[NH2:12])[CH:10]=1)=[O:4].[Br:23][C:24]1[CH:25]=[C:26]([CH:31]=[CH:32][CH:33]=1)[C:27](=O)[CH2:28]Br, predict the reaction product. The product is: [Br:23][C:24]1[CH:25]=[C:26]([C:27]2[N:12]=[C:11]([C:9]3[CH:10]=[C:5]([C:3]([OH:2])=[O:4])[C:6]([C:14]4[CH:19]=[CH:18][CH:17]=[CH:16][C:15]=4[N+:20]([O-:22])=[O:21])=[CH:7][CH:8]=3)[S:13][CH:28]=2)[CH:31]=[CH:32][CH:33]=1. (2) Given the reactants Br[C:2]1[CH:7]=[CH:6][C:5]([CH2:8][C@@H:9]([NH:16][C:17]([O:19][C:20]([CH3:23])([CH3:22])[CH3:21])=[O:18])[CH2:10][C:11]([O:13][CH2:14][CH3:15])=[O:12])=[CH:4][CH:3]=1.[Cl:24][C:25]1[CH:30]=[CH:29][C:28]([Cl:31])=[CH:27][C:26]=1B(O)O.C([O-])([O-])=O.[Na+].[Na+], predict the reaction product. The product is: [C:20]([O:19][C:17]([NH:16][C@H:9]([CH2:8][C:5]1[CH:6]=[CH:7][C:2]([C:29]2[CH:30]=[C:25]([Cl:24])[CH:26]=[CH:27][C:28]=2[Cl:31])=[CH:3][CH:4]=1)[CH2:10][C:11]([O:13][CH2:14][CH3:15])=[O:12])=[O:18])([CH3:23])([CH3:22])[CH3:21]. (3) The product is: [Cl:3][CH2:25][C:23]1[CH:22]=[CH:21][N:20]=[C:19]([NH:18][C:14]2[CH:13]=[C:12]([C:9]3[CH:10]=[CH:11][C:6]([F:5])=[CH:7][C:8]=3[O:27][CH3:28])[N:17]=[CH:16][N:15]=2)[CH:24]=1. Given the reactants S(Cl)([Cl:3])=O.[F:5][C:6]1[CH:11]=[CH:10][C:9]([C:12]2[N:17]=[CH:16][N:15]=[C:14]([NH:18][C:19]3[CH:24]=[C:23]([CH2:25]O)[CH:22]=[CH:21][N:20]=3)[CH:13]=2)=[C:8]([O:27][CH3:28])[CH:7]=1.C(=O)(O)[O-].[Na+], predict the reaction product. (4) The product is: [CH:1]1([N:7]2[CH2:12][CH2:11][N:10]([CH2:32][CH2:31][C:28]3[CH:29]=[CH:30][C:25]([C:21]4[N:20]=[C:19]([NH2:41])[CH:24]=[CH:23][CH:22]=4)=[CH:26][CH:27]=3)[CH2:9][CH2:8]2)[CH2:6][CH2:5][CH2:4][CH2:3][CH2:2]1. Given the reactants [CH:1]1([N:7]2[CH2:12][CH2:11][NH:10][CH2:9][CH2:8]2)[CH2:6][CH2:5][CH2:4][CH2:3][CH2:2]1.CC1NC(C)=CC=1[C:19]1[CH:24]=[CH:23][CH:22]=[C:21]([C:25]2[CH:30]=[CH:29][C:28]([CH2:31][C:32](O)=O)=[CH:27][CH:26]=2)[N:20]=1.CSC.B.Cl.[NH2:41]O.[2H]C(Cl)(Cl)Cl.CO[2H], predict the reaction product. (5) The product is: [NH2:12][C:6]1[CH:7]=[C:8]([Br:11])[CH:9]=[CH:10][C:5]=1[C:4]([OH:13])=[O:3]. Given the reactants C([O:3][C:4](=[O:13])[C:5]1[CH:10]=[CH:9][C:8]([Br:11])=[CH:7][C:6]=1[NH2:12])C.[OH-].[Na+], predict the reaction product.